This data is from Reaction yield outcomes from USPTO patents with 853,638 reactions. The task is: Predict the reaction yield, written as a fraction of the theoretical maximum amount of product (1.0 means a 100% yield; for example, 0.34 means a 34% yield). (1) The reactants are S(Cl)([Cl:3])=O.[CH3:5][C:6]1[CH:7]=[C:8]([N:13]2[C:17](=[O:18])[C:16](=[N:19][NH:20][C:21]3[C:22]([OH:36])=[C:23]([C:27]4[CH:32]=[CH:31][CH:30]=[C:29]([C:33](O)=[O:34])[CH:28]=4)[CH:24]=[CH:25][CH:26]=3)[C:15]([CH3:37])=[N:14]2)[CH:9]=[CH:10][C:11]=1[CH3:12].CN(C=O)C. The yield is 0.960. The product is [CH3:5][C:6]1[CH:7]=[C:8]([N:13]2[C:17](=[O:18])/[C:16](=[N:19]\[NH:20][C:21]3[C:22]([OH:36])=[C:23]([C:27]4[CH:32]=[CH:31][CH:30]=[C:29]([C:33]([Cl:3])=[O:34])[CH:28]=4)[CH:24]=[CH:25][CH:26]=3)/[C:15]([CH3:37])=[N:14]2)[CH:9]=[CH:10][C:11]=1[CH3:12]. The catalyst is C1COCC1.CCCCCCC. (2) The reactants are [C:1]1([CH:7]([NH2:9])[CH3:8])[CH:6]=[CH:5][CH:4]=[CH:3][CH:2]=1.Cl[C:11]1[N:16]=[C:15]([NH:17][C:18]2[CH:22]=[C:21]([CH:23]3[CH2:25][CH2:24]3)[NH:20][N:19]=2)[C:14]([Cl:26])=[CH:13][N:12]=1. The catalyst is C(O)CCC. The product is [Cl:26][C:14]1[C:15]([NH:17][C:18]2[CH:22]=[C:21]([CH:23]3[CH2:25][CH2:24]3)[NH:20][N:19]=2)=[N:16][C:11]([NH:9][CH:7]([C:1]2[CH:6]=[CH:5][CH:4]=[CH:3][CH:2]=2)[CH3:8])=[N:12][CH:13]=1. The yield is 0.920. (3) The reactants are Cl[CH2:2][CH2:3][CH2:4][C:5]([CH3:9])([CH3:8])[C:6]#[N:7].[C-:10]#[N:11].[Na+]. The catalyst is S([O-])(O)(=O)=O.C([N+](CCCC)(CCCC)CCCC)CCC.O. The product is [CH3:8][C:5]([CH3:9])([CH2:4][CH2:3][CH2:2][C:10]#[N:11])[C:6]#[N:7]. The yield is 0.910. (4) The reactants are ClC1C=C([C:9](=[O:17])[CH2:10][C:11]2[CH:16]=[CH:15][CH:14]=[CH:13][CH:12]=2)C=C(Cl)C=1.Br[C:19]1[CH:24]=[CH:23][C:22]([Cl:25])=[C:21]([F:26])[CH:20]=1. No catalyst specified. The product is [Cl:25][C:22]1[CH:23]=[CH:24][C:19]([C:9](=[O:17])[CH2:10][C:11]2[CH:16]=[CH:15][CH:14]=[CH:13][CH:12]=2)=[CH:20][C:21]=1[F:26]. The yield is 0.182. (5) The reactants are [OH-].[Na+].[C@@H]1([N:12]2[CH:19]=[CH:18][C:16](=[O:17])[NH:15][C:13]2=[S:14])O[C@H](CO)[C@@H](O)[C@H]1O.CI.[C:22](O)(=O)C. The catalyst is O.C1COCC1. The product is [CH3:22][S:14][C:13]1[NH:15][C:16](=[O:17])[CH:18]=[CH:19][N:12]=1. The yield is 0.670. (6) The yield is 0.611. The product is [CH2:19]([O:1][C:2]1[CH:11]=[CH:10][C:5]([C:6]([O:8][CH3:9])=[O:7])=[C:4]([OH:12])[CH:3]=1)[C:20]1[CH:25]=[CH:24][CH:23]=[CH:22][CH:21]=1. The reactants are [OH:1][C:2]1[CH:3]=[C:4]([OH:12])[C:5](=[CH:10][CH:11]=1)[C:6]([O:8][CH3:9])=[O:7].C(=O)([O-])[O-].[K+].[K+].[CH2:19](Br)[C:20]1[CH:25]=[CH:24][CH:23]=[CH:22][CH:21]=1.[I-].[K+]. The catalyst is CN(C=O)C. (7) The reactants are [NH:1]1[CH:5]=[CH:4][CH:3]=[C:2]1[C:6]1[S:7][CH:8]=[CH:9][N:10]=1.[H-].[Na+].[CH:13]([Si:16](Cl)([CH:20]([CH3:22])[CH3:21])[CH:17]([CH3:19])[CH3:18])([CH3:15])[CH3:14].O. The catalyst is CN(C)C=O.C(OCC)C. The product is [CH:13]([Si:16]([CH:20]([CH3:22])[CH3:21])([CH:17]([CH3:19])[CH3:18])[N:1]1[CH:5]=[CH:4][CH:3]=[C:2]1[C:6]1[S:7][CH:8]=[CH:9][N:10]=1)([CH3:15])[CH3:14]. The yield is 0.800. (8) The reactants are [C:1]1([CH:13]2[CH2:18][CH2:17][N:16](C([O:21][CH2:22][C:23]3C=CC=CC=3)=O)[CH2:15][CH2:14]2)[N:2]=[N:3][N:4]2[C:9]=1[C:8]1[CH:10]=[CH:11][NH:12][C:7]=1[N:6]=[CH:5]2.O.C([OH:32])C. The catalyst is C(O)(=O)C.[C].[Pd]. The product is [C:22]([OH:32])(=[O:21])[CH3:23].[NH:16]1[CH2:15][CH2:14][CH:13]([C:1]2[N:2]=[N:3][N:4]3[C:9]=2[C:8]2[CH:10]=[CH:11][NH:12][C:7]=2[N:6]=[CH:5]3)[CH2:18][CH2:17]1. The yield is 0.840.